Dataset: Reaction yield outcomes from USPTO patents with 853,638 reactions. Task: Predict the reaction yield, written as a fraction of the theoretical maximum amount of product (1.0 means a 100% yield; for example, 0.34 means a 34% yield). (1) The reactants are Cl[CH2:2][CH2:3][CH2:4][N:5]1[C:10]2[CH:11]=[CH:12][CH:13]=[CH:14][C:9]=2[S:8][CH2:7][C:6]1=[O:15].C([O-])([O-])=O.[K+].[K+].[Na+].[I-].[CH2:24]([O:27][CH:28]1[CH2:33][CH2:32][NH:31][CH2:30][CH2:29]1)[CH2:25][CH3:26]. The catalyst is CCCCCCC.CCOC(C)=O. The product is [CH2:24]([O:27][CH:28]1[CH2:33][CH2:32][N:31]([CH2:2][CH2:3][CH2:4][N:5]2[C:10]3[CH:11]=[CH:12][CH:13]=[CH:14][C:9]=3[S:8][CH2:7][C:6]2=[O:15])[CH2:30][CH2:29]1)[CH2:25][CH3:26]. The yield is 0.790. (2) The reactants are [CH2:1]([O:3][C:4]1[CH:5]=[C:6]([C@H:12]([N:18]2[C:26](=[O:27])[C:25]3[C:20](=[CH:21][CH:22]=[CH:23][C:24]=3[NH:28][C:29]([CH:31]3[CH2:33][CH2:32]3)=[O:30])[CH2:19]2)[CH2:13][C:14](=[O:17])[NH:15][OH:16])[CH:7]=[CH:8][C:9]=1[O:10][CH3:11])[CH3:2].[C:34](Cl)(=[O:38])[CH:35]([CH3:37])[CH3:36]. The catalyst is C(#N)C. The product is [CH2:1]([O:3][C:4]1[CH:5]=[C:6]([C@H:12]([N:18]2[C:26](=[O:27])[C:25]3[C:20](=[CH:21][CH:22]=[CH:23][C:24]=3[NH:28][C:29]([CH:31]3[CH2:33][CH2:32]3)=[O:30])[CH2:19]2)[CH2:13][C:14](=[O:17])[NH:15][O:16][C:34](=[O:38])[CH:35]([CH3:37])[CH3:36])[CH:7]=[CH:8][C:9]=1[O:10][CH3:11])[CH3:2]. The yield is 0.660. (3) The reactants are [Mg].Br[C:3]1[CH:11]=[CH:10][C:6]2[CH2:7][CH2:8][O:9][C:5]=2[CH:4]=1.II.CON(C)[C:17](=[O:28])[C@@H:18]([NH:20][C:21](=[O:27])[O:22][C:23]([CH3:26])([CH3:25])[CH3:24])[CH3:19].C([Mg]Cl)(C)C. The catalyst is O1CCCC1. The product is [O:9]1[C:5]2[CH:4]=[C:3]([C:17](=[O:28])[C@H:18]([NH:20][C:21](=[O:27])[O:22][C:23]([CH3:25])([CH3:24])[CH3:26])[CH3:19])[CH:11]=[CH:10][C:6]=2[CH2:7][CH2:8]1. The yield is 0.360. (4) The reactants are [NH2:1][C:2]1[CH:3]=[CH:4][CH:5]=[C:6]2[C:10]=1[NH:9][CH:8]=[C:7]2[C:11]([N:13]1[CH2:19][C:18]2([CH3:21])[CH2:20][CH:14]1[CH2:15][C:16]([CH3:23])([CH3:22])[CH2:17]2)=[O:12].CCN(C(C)C)C(C)C.[C:33](OC(=O)C)(=[O:35])[CH3:34]. The catalyst is C(Cl)Cl. The product is [CH3:21][C:18]12[CH2:20][CH:14]([N:13]([C:11]([C:7]3[C:6]4[C:10](=[C:2]([NH:1][C:33](=[O:35])[CH3:34])[CH:3]=[CH:4][CH:5]=4)[NH:9][CH:8]=3)=[O:12])[CH2:19]1)[CH2:15][C:16]([CH3:23])([CH3:22])[CH2:17]2. The yield is 0.420. (5) The reactants are [Cl:1][C:2]1[CH:7]=[CH:6][C:5]([O:8][C:9]2[CH:14]=[CH:13][C:12]([CH:15]([CH3:17])[CH3:16])=[CH:11][CH:10]=2)=[C:4]([N+:18]([O-])=O)[CH:3]=1.Cl[Sn]Cl. No catalyst specified. The product is [Cl:1][C:2]1[CH:7]=[CH:6][C:5]([O:8][C:9]2[CH:14]=[CH:13][C:12]([CH:15]([CH3:17])[CH3:16])=[CH:11][CH:10]=2)=[C:4]([NH2:18])[CH:3]=1. The yield is 0.844.